This data is from Catalyst prediction with 721,799 reactions and 888 catalyst types from USPTO. The task is: Predict which catalyst facilitates the given reaction. Reactant: [C:1]([O:5][C:6]([N:8]1[CH2:13][CH2:12][C:11](=[C:14]([C:42]2[CH:47]=[CH:46][CH:45]=[CH:44][CH:43]=2)[C:15]([NH:17][NH:18][C:19]([CH:21]2[CH2:24][N:23]([C:25]([O:27][CH2:28][CH:29]3[C:41]4[CH:40]=[CH:39][CH:38]=[CH:37][C:36]=4[C:35]4[C:30]3=[CH:31][CH:32]=[CH:33][CH:34]=4)=[O:26])[CH2:22]2)=[O:20])=O)[CH2:10][CH2:9]1)=[O:7])([CH3:4])([CH3:3])[CH3:2].CCN(C(C)C)C(C)C.C1C=CC(P(C2C=CC=CC=2)C2C=CC=CC=2)=CC=1.ClC(Cl)(Cl)C(Cl)(Cl)Cl. Product: [C:1]([O:5][C:6]([N:8]1[CH2:9][CH2:10][C:11](=[C:14]([C:42]2[CH:47]=[CH:46][CH:45]=[CH:44][CH:43]=2)[C:15]2[O:20][C:19]([CH:21]3[CH2:22][N:23]([C:25]([O:27][CH2:28][CH:29]4[C:41]5[CH:40]=[CH:39][CH:38]=[CH:37][C:36]=5[C:35]5[C:30]4=[CH:31][CH:32]=[CH:33][CH:34]=5)=[O:26])[CH2:24]3)=[N:18][N:17]=2)[CH2:12][CH2:13]1)=[O:7])([CH3:4])([CH3:2])[CH3:3]. The catalyst class is: 23.